Dataset: NCI-60 drug combinations with 297,098 pairs across 59 cell lines. Task: Regression. Given two drug SMILES strings and cell line genomic features, predict the synergy score measuring deviation from expected non-interaction effect. (1) Drug 1: CC1OCC2C(O1)C(C(C(O2)OC3C4COC(=O)C4C(C5=CC6=C(C=C35)OCO6)C7=CC(=C(C(=C7)OC)O)OC)O)O. Drug 2: CC1=C2C(C(=O)C3(C(CC4C(C3C(C(C2(C)C)(CC1OC(=O)C(C(C5=CC=CC=C5)NC(=O)C6=CC=CC=C6)O)O)OC(=O)C7=CC=CC=C7)(CO4)OC(=O)C)O)C)OC(=O)C. Cell line: SK-MEL-2. Synergy scores: CSS=31.3, Synergy_ZIP=-14.8, Synergy_Bliss=-7.83, Synergy_Loewe=-9.91, Synergy_HSA=-5.26. (2) Cell line: NCI-H322M. Synergy scores: CSS=25.3, Synergy_ZIP=-8.38, Synergy_Bliss=-2.05, Synergy_Loewe=-0.267, Synergy_HSA=-0.278. Drug 1: C1=CC=C(C=C1)NC(=O)CCCCCCC(=O)NO. Drug 2: C(CC(=O)O)C(=O)CN.Cl. (3) Drug 1: CC1C(C(CC(O1)OC2CC(OC(C2O)C)OC3=CC4=CC5=C(C(=O)C(C(C5)C(C(=O)C(C(C)O)O)OC)OC6CC(C(C(O6)C)O)OC7CC(C(C(O7)C)O)OC8CC(C(C(O8)C)O)(C)O)C(=C4C(=C3C)O)O)O)O. Drug 2: CC1C(C(CC(O1)OC2CC(CC3=C2C(=C4C(=C3O)C(=O)C5=C(C4=O)C(=CC=C5)OC)O)(C(=O)CO)O)N)O.Cl. Cell line: MALME-3M. Synergy scores: CSS=48.9, Synergy_ZIP=6.20, Synergy_Bliss=9.11, Synergy_Loewe=1.89, Synergy_HSA=8.76. (4) Drug 1: CN1C2=C(C=C(C=C2)N(CCCl)CCCl)N=C1CCCC(=O)O.Cl. Drug 2: CCC1(C2=C(COC1=O)C(=O)N3CC4=CC5=C(C=CC(=C5CN(C)C)O)N=C4C3=C2)O.Cl. Cell line: HL-60(TB). Synergy scores: CSS=68.2, Synergy_ZIP=-1.91, Synergy_Bliss=-0.289, Synergy_Loewe=-40.6, Synergy_HSA=1.01. (5) Drug 1: C1=CC(=CC=C1CCCC(=O)O)N(CCCl)CCCl. Drug 2: C(CC(=O)O)C(=O)CN.Cl. Cell line: SR. Synergy scores: CSS=34.4, Synergy_ZIP=-7.27, Synergy_Bliss=-15.7, Synergy_Loewe=-27.4, Synergy_HSA=-14.2. (6) Drug 1: C1=CC(=CC=C1CCCC(=O)O)N(CCCl)CCCl. Drug 2: CCCS(=O)(=O)NC1=C(C(=C(C=C1)F)C(=O)C2=CNC3=C2C=C(C=N3)C4=CC=C(C=C4)Cl)F. Cell line: A498. Synergy scores: CSS=25.6, Synergy_ZIP=-4.51, Synergy_Bliss=-1.48, Synergy_Loewe=-1.46, Synergy_HSA=-1.24.